This data is from Antibody developability classification from SAbDab with 2,409 antibodies. The task is: Regression/Classification. Given an antibody's heavy chain and light chain sequences, predict its developability. TAP uses regression for 5 developability metrics; SAbDab uses binary classification. (1) The antibody is ['EVQLVETGGGVVQPGRSLRLSCTASGFTFRDYWMSWVRQAPGKGLEWVADIHQDGQVRYYLDAVKGRFTISRDNAKSSLYLQMNSLGAEDTAVYYCARNFVRGFGWHFDLWGRGTLVTVSS', 'SYVLTQPPSVSVAPGQTARITCGGTNIGDISVHWYQQRPGQAPLVVVYDDSDRPSGIPERFSGSNSGNTATLTISRVEAGDEADYYCQVWDDSINAYVFGTGTKVTVL']. Result: 0 (not developable). (2) The antibody is ['EVQLVESGPGLVKPSETLSLTCAVSGGSISTNDWSWIRQPPGKGLEWIGGISGSSGDTDYNPALKSQVTISTDTSKNQFSLKLTSVTAADTAVYYCVREGIVLVNLAVKNWFDVWGPGVLVTVSS', 'QPVLTQPTSLSASPGASARLSCTLSSGFTVGRYSIFWYQQKPGSPPRYLLYYFSDSSQHQGSGVPSRFSGSKDASANAGLLLISGLQSEDEADYHCAIWHSGAWVFGGGTRLTVL']. Result: 0 (not developable). (3) The antibody is ['QVQLQESGPGLVKPSETLSLTCAVSGGSIGDDYYWNWIRQPPGKGLEWIGSIYGSFGGTNYNPSLKNRVTISMDTSKNQFSLKLSSVTAADTAVYYCARGSYNIVVLFGYYFDYWGQGVLVTVSS', 'QSALTQPPSVSKSLGQSVTISCSGTSSDIGAYNGVSWYQHHSGTAPRLLIYEVSKRPSGVSDRFSGSKSGNTASLTISGLQAEDEADYYCGSYRSGSTWVFGGGTRLTVL']. Result: 0 (not developable). (4) The antibody is ['QVQLRESGPSLVKPSQTLSLTCTASGFSLSDKAVGWVRQAPGKALEWLGSIDTGGNAGYNPGLKSRLSITQDNSKSQVSLSVSTVTTEDSATYYCTTVHQKTTKQKSCPEGWSFADRCYYGSGSCSGYDCYGDGDSGGCGAYSSYHCYTCTYCYEWYVDAWGQGLLVTVSS', 'EAVLNQPSSVSGSLGQRVSITCSGSSSNVGNGYVSWYQLIPGSAPRTLIYGDTSRASGVPDRFSGSRSGNTATLTISSLQAEDEADYFCASAEDSSSNAVFGSGTTLTVL']. Result: 0 (not developable). (5) The antibody is ['EVQLVETGGGLIQPGGSLRLSCAASGFTVSSNYMSWVRQAPGKGLEWVSVIYSGGSTYYADSVKGRFTISRDNSKNTLYLQMNSLRAEDTAVYYCARYDGIYGELDFWGQGTLVTVSS', 'EIVLTQSPATLSLSPGERATLSCRASQSVSSYLAWYQQKPGQAPRLLIYDASNRATGIPARFSGSGSGTDFTLTISSLEPEDFAVYYCQQRSNWPLTFGQGTKVEIK']. Result: 0 (not developable). (6) Result: 0 (not developable). The antibody is ['QVQLQESGGGLVNLGGSMTLSCVASGFTFNTYYMSWVRQTPEKTLELVAAINSDGEPIYYPDTLKGRVTISRDNAKKTLYLQMSSLNFEDTALYYCARLNYAVYGMDYWGQGTTVTVSS', 'DIELTQSPPSLPVSLGDQVSISCRSSQSLVSNNRRNYLHWYLQKPGQSPKLVIYKVSNRFSGVPDRFSGSGSGTDFTLKISRVAAEDLGLYFCSQSSHVPLTFGSGTKLEIK']. (7) The antibody is ['QVQLVQSGPELKKPGETVKISCKASGYMFTNYGMNWVKQAPGKALKWMGWINPYTGESTFADDFKGRFAFFLETSATTAYLQINNLKNEDTATYFCARGTTIVWAMDYWGQGTSVTVSS', 'ELVMTQTPLSLPVSLGDQASISCRSSQSLVHSNGNTYLHWYLQKPGQSPKFLIYKVSNRFSGVPDRFSGSGSGTDFILKISRVEAEDLGVYFCFQSTHFFPTFGGGTKLEIK']. Result: 0 (not developable).